Task: Predict the reactants needed to synthesize the given product.. Dataset: Full USPTO retrosynthesis dataset with 1.9M reactions from patents (1976-2016) (1) Given the product [CH2:13]([O:12][C:10]([C:3]1[N:4]=[N:4][C:3]([C:10]([OH:11])=[O:15])=[CH:2][CH:2]=1)=[O:11])[CH3:14], predict the reactants needed to synthesize it. The reactants are: N1C(C([O-])=O)=C[N:4]=[C:3]([C:10]([O:12][CH2:13][CH3:14])=[O:11])[CH:2]=1.[OH-:15].[Na+]. (2) Given the product [N:14]1[CH:15]=[CH:16][C:11]([O:8][C:5]2[CH:6]=[CH:7][C:2]([NH2:1])=[CH:3][CH:4]=2)=[CH:12][CH:13]=1, predict the reactants needed to synthesize it. The reactants are: [NH2:1][C:2]1[CH:7]=[CH:6][C:5]([OH:8])=[CH:4][CH:3]=1.Cl.Cl[C:11]1[CH:16]=[CH:15][N:14]=[CH:13][CH:12]=1.CC([O-])(C)C.[K+].O. (3) Given the product [K+:15].[Br:1][C:2]1[CH:10]=[CH:9][CH:8]=[CH:7][C:3]=1[C:4]([O-:6])=[O:5], predict the reactants needed to synthesize it. The reactants are: [Br:1][C:2]1[CH:10]=[CH:9][CH:8]=[CH:7][C:3]=1[C:4]([OH:6])=[O:5].C([O-])([O-])=O.[K+:15].[K+]. (4) Given the product [OH:15][CH:3]1[CH2:4][CH2:5][C:6]2[C:11](=[CH:10][C:9]([N+:12]([O-:14])=[O:13])=[CH:8][CH:7]=2)[CH:2]1[NH:1][C:24]([C:21]1[CH:22]=[CH:23][C:18]([C:27]2[CH:28]=[CH:29][CH:30]=[CH:31][CH:32]=2)=[CH:19][CH:20]=1)=[O:25], predict the reactants needed to synthesize it. The reactants are: [NH2:1][CH:2]1[C:11]2[C:6](=[CH:7][CH:8]=[C:9]([N+:12]([O-:14])=[O:13])[CH:10]=2)[CH2:5][CH2:4][CH:3]1[OH:15].[OH-].[Na+].[C:18]1([C:27]2[CH:32]=[CH:31][CH:30]=[CH:29][CH:28]=2)[CH:23]=[CH:22][C:21]([C:24](Cl)=[O:25])=[CH:20][CH:19]=1. (5) Given the product [CH:12]([NH:11][CH2:9][CH2:8][C:4]1[CH:3]=[C:2]([OH:1])[CH:7]=[CH:6][CH:5]=1)([CH3:14])[CH3:13], predict the reactants needed to synthesize it. The reactants are: [OH:1][C:2]1[CH:3]=[C:4]([CH2:8][C:9]([NH:11][CH:12]([CH3:14])[CH3:13])=O)[CH:5]=[CH:6][CH:7]=1.[H-].[Al+3].[Li+].[H-].[H-].[H-]. (6) The reactants are: Cl[C:2]1[CH:7]=[CH:6][CH:5]=[C:4]([C:8]([F:11])([F:10])[F:9])[N:3]=1.[NH:12]1[CH2:17][CH2:16][CH:15]([C:18]([N:20]2[CH2:24][CH2:23][C@H:22]([NH:25][C:26](=[O:32])[O:27][C:28]([CH3:31])([CH3:30])[CH3:29])[CH2:21]2)=[O:19])[CH2:14][CH2:13]1.C(N(CC)CC)C.C(OCC)(=O)C. Given the product [F:9][C:8]([F:11])([F:10])[C:4]1[N:3]=[C:2]([N:12]2[CH2:13][CH2:14][CH:15]([C:18]([N:20]3[CH2:24][CH2:23][C@H:22]([NH:25][C:26](=[O:32])[O:27][C:28]([CH3:30])([CH3:29])[CH3:31])[CH2:21]3)=[O:19])[CH2:16][CH2:17]2)[CH:7]=[CH:6][CH:5]=1, predict the reactants needed to synthesize it. (7) Given the product [F:1][C:2]1[CH:3]=[C:4]([C:9]#[CH:10])[C:5]([NH2:8])=[N:6][CH:7]=1, predict the reactants needed to synthesize it. The reactants are: [F:1][C:2]1[CH:3]=[C:4]([C:9]#[C:10][Si](C)(C)C)[C:5]([NH2:8])=[N:6][CH:7]=1.